Dataset: Full USPTO retrosynthesis dataset with 1.9M reactions from patents (1976-2016). Task: Predict the reactants needed to synthesize the given product. (1) Given the product [C:17]([O:16][C:15](=[O:21])[NH:14][CH2:13][CH2:12][CH2:11][NH:10][C:2](=[O:3])[CH2:1][O:5][CH2:6][C:7]([NH:43][C@H:28]1[CH2:29][CH2:30][C@:31]2([OH:42])[C@@:26]34[C:35]5[C:34](=[CH:39][CH:38]=[C:37]([OH:40])[C:36]=5[O:41][C@@H:27]13)[CH2:33][CH:32]2[N:23]([CH3:22])[CH2:24][CH2:25]4)=[O:8])([CH3:18])([CH3:20])[CH3:19], predict the reactants needed to synthesize it. The reactants are: [C:1]([O:5][C:6](=O)[CH2:7][OH:8])(=O)[CH2:2][OH:3].[NH2:10][CH2:11][CH2:12][CH2:13][NH:14][C:15](=[O:21])[O:16][C:17]([CH3:20])([CH3:19])[CH3:18].[CH3:22][N:23]1[C@@H:32]2[CH2:33][C:34]3[CH:39]=[CH:38][C:37]([OH:40])=[C:36]4[O:41][C@H:27]5[C@@H:28]([NH2:43])[CH2:29][CH2:30][C@:31]2([OH:42])[C@:26]5([C:35]=34)[CH2:25][CH2:24]1.CCOC1N(C(OCC)=O)C2C(=CC=CC=2)C=C1. (2) The reactants are: [F:1][C:2]1[CH:3]=[C:4]([C:9]2[N:13]3[CH2:14][C:15]([CH3:20])([CH3:19])[CH2:16][NH:17][CH2:18][C:12]3=[C:11]([C:21]([NH:23][C@@H:24]([C:29]([CH3:32])([CH3:31])[CH3:30])[C:25]([NH:27][CH3:28])=[O:26])=[O:22])[N:10]=2)[CH:5]=[CH:6][C:7]=1[F:8].C=O.[C:35]([O-])(=O)C.[K+].C(O[BH-](OC(=O)C)OC(=O)C)(=O)C.[Na+].C([O-])(O)=O.[Na+]. Given the product [F:1][C:2]1[CH:3]=[C:4]([C:9]2[N:13]3[CH2:14][C:15]([CH3:20])([CH3:19])[CH2:16][N:17]([CH3:35])[CH2:18][C:12]3=[C:11]([C:21]([NH:23][C@@H:24]([C:29]([CH3:32])([CH3:31])[CH3:30])[C:25]([NH:27][CH3:28])=[O:26])=[O:22])[N:10]=2)[CH:5]=[CH:6][C:7]=1[F:8], predict the reactants needed to synthesize it. (3) Given the product [CH3:18][C:15]1[CH:16]=[CH:17][C:12]([N:11]2[C:21](=[O:23])[NH:1][C:2]3[N:3]=[CH:4][CH:5]=[CH:6][C:7]=3[S:8]2(=[O:10])=[O:9])=[N:13][C:14]=1[CH3:19], predict the reactants needed to synthesize it. The reactants are: [NH2:1][C:2]1[C:7]([S:8]([NH:11][C:12]2[CH:17]=[CH:16][C:15]([CH3:18])=[C:14]([CH3:19])[N:13]=2)(=[O:10])=[O:9])=[CH:6][CH:5]=[CH:4][N:3]=1.Cl[C:21](Cl)([O:23]C(=O)OC(Cl)(Cl)Cl)Cl. (4) Given the product [O:43]1[CH:44]=[CH:45][C:41]([CH2:40][N:1]2[CH2:2][CH2:3][CH:4]([CH:7]3[C:20]4[CH:19]=[CH:18][C:17]([C:21]5[CH:26]=[CH:25][N:24]=[CH:23][CH:22]=5)=[CH:16][C:15]=4[O:14][C:13]4[C:8]3=[CH:9][CH:10]=[CH:11][CH:12]=4)[CH2:5][CH2:6]2)=[CH:42]1, predict the reactants needed to synthesize it. The reactants are: [NH:1]1[CH2:6][CH2:5][CH:4]([CH:7]2[C:20]3[CH:19]=[CH:18][C:17]([C:21]4[CH:26]=[CH:25][N:24]=[CH:23][CH:22]=4)=[CH:16][C:15]=3[O:14][C:13]3[C:8]2=[CH:9][CH:10]=[CH:11][CH:12]=3)[CH2:3][CH2:2]1.C(N(CC)C(C1C=CC2C(C3CCNCC3)C3[C:42]([O:43][C:44]=2[CH:45]=1)=[CH:41][CH:40]=CC=3)=O)C. (5) Given the product [CH3:28][O:29][CH2:30][CH2:31][N:32]([CH3:33])[C:2]1[C:11]2[C:6](=[CH:7][CH:8]=[C:9]([S:12][C:13]3[N:17]4[CH:18]=[C:19]([C:22]5[CH:23]=[N:24][N:25]([CH3:27])[CH:26]=5)[CH:20]=[CH:21][C:16]4=[N:15][N:14]=3)[CH:10]=2)[N:5]=[CH:4][CH:3]=1, predict the reactants needed to synthesize it. The reactants are: Cl[C:2]1[C:11]2[C:6](=[CH:7][CH:8]=[C:9]([S:12][C:13]3[N:17]4[CH:18]=[C:19]([C:22]5[CH:23]=[N:24][N:25]([CH3:27])[CH:26]=5)[CH:20]=[CH:21][C:16]4=[N:15][N:14]=3)[CH:10]=2)[N:5]=[CH:4][CH:3]=1.[CH3:28][O:29][CH2:30][CH2:31][NH:32][CH3:33]. (6) Given the product [C:67]1([C:66](=[N:79][C:2]2[CH:3]=[C:4]([NH:9][S:14]([CH3:17])(=[O:16])=[O:15])[C:5]([CH3:8])=[N:6][CH:7]=2)[C:73]2[CH:74]=[CH:75][CH:76]=[CH:77][CH:78]=2)[CH:72]=[CH:71][CH:70]=[CH:69][CH:68]=1, predict the reactants needed to synthesize it. The reactants are: Br[C:2]1[CH:3]=[C:4]([N:9]([S:14]([CH3:17])(=[O:16])=[O:15])S(C)(=O)=O)[C:5]([CH3:8])=[N:6][CH:7]=1.C1(P(C2C=CC=CC=2)C2C3OC4C(=CC=CC=4P(C4C=CC=CC=4)C4C=CC=CC=4)C(C)(C)C=3C=CC=2)C=CC=CC=1.CC(C)([O-])C.[Na+].[C:66](=[NH:79])([C:73]1[CH:78]=[CH:77][CH:76]=[CH:75][CH:74]=1)[C:67]1[CH:72]=[CH:71][CH:70]=[CH:69][CH:68]=1. (7) Given the product [CH2:27]([C:29]1[CH:30]=[C:31]([C:32]([N:49]2[CH2:50][CH2:51][CH2:52][CH:47]([C:42]3[CH:43]=[CH:44][CH:45]=[CH:46][C:41]=3[O:40][CH3:39])[CH2:48]2)=[O:34])[CH:35]=[CH:36][N:37]=1)[CH3:28], predict the reactants needed to synthesize it. The reactants are: CNC1C=C(C(N2CCCC(C3C=CC(C(F)(F)F)=CC=3)C2)=O)C=CN=1.[CH2:27]([C:29]1[CH:30]=[C:31]([CH:35]=[CH:36][N:37]=1)[C:32]([OH:34])=O)[CH3:28].Cl.[CH3:39][O:40][C:41]1[CH:46]=[CH:45][CH:44]=[CH:43][C:42]=1[CH:47]1[CH2:52][CH2:51][CH2:50][NH:49][CH2:48]1. (8) Given the product [Br:13][C:14]1[C:27]2=[N:28][O:29][C:25]3=[C:26]2[C:17]([C:18](=[O:30])[C:19]2[C:24]3=[CH:23][CH:22]=[CH:21][CH:20]=2)=[C:16]([NH:1][C:2]2[CH:10]=[CH:9][C:5]([C:6]([OH:8])=[O:7])=[CH:4][CH:3]=2)[CH:15]=1, predict the reactants needed to synthesize it. The reactants are: [NH2:1][C:2]1[CH:10]=[CH:9][C:5]([C:6]([OH:8])=[O:7])=[CH:4][CH:3]=1.[OH-].[Li+].[Br:13][C:14]1[C:27]2=[N:28][O:29][C:25]3=[C:26]2[C:17]([C:18](=[O:30])[C:19]2[C:24]3=[CH:23][CH:22]=[CH:21][CH:20]=2)=[C:16](Br)[CH:15]=1.CC(OC)(C)C. (9) Given the product [Cl:1][C:2]1[CH:7]=[C:6]([Cl:8])[CH:5]=[CH:4][C:3]=1[C:9]1[N:10]2[N:16]=[C:15]([CH3:17])[C:14]([C:18]([OH:20])=[O:19])=[C:11]2[O:12][CH:13]=1, predict the reactants needed to synthesize it. The reactants are: [Cl:1][C:2]1[CH:7]=[C:6]([Cl:8])[CH:5]=[CH:4][C:3]=1[C:9]1[N:10]2[N:16]=[C:15]([CH3:17])[C:14]([C:18]([O:20]CC)=[O:19])=[C:11]2[O:12][CH:13]=1.[OH-].[Na+]. (10) Given the product [ClH:45].[ClH:45].[ClH:45].[N:39]1([CH2:38][CH2:37][N:9]([CH2:8][CH2:7][N:1]2[CH2:2][CH2:3][CH2:4][CH2:5][CH2:6]2)[C:10]2[C:23]3[O:22][CH2:21][CH2:20][N:19]4[C:15](=[C:16]([CH:31]5[CH2:36][CH2:35][CH2:34][CH2:33][CH2:32]5)[C:17]5[CH:27]=[CH:26][C:25]([C:28]([OH:30])=[O:29])=[CH:24][C:18]=54)[C:14]=3[CH:13]=[CH:12][CH:11]=2)[CH2:40][CH2:41][CH2:42][CH2:43][CH2:44]1, predict the reactants needed to synthesize it. The reactants are: [N:1]1([CH2:7][CH2:8][N:9]([CH2:37][CH2:38][N:39]2[CH2:44][CH2:43][CH2:42][CH2:41][CH2:40]2)[C:10]2[C:23]3[O:22][CH2:21][CH2:20][N:19]4[C:15](=[C:16]([CH:31]5[CH2:36][CH2:35][CH2:34][CH2:33][CH2:32]5)[C:17]5[CH:27]=[CH:26][C:25]([C:28]([OH:30])=[O:29])=[CH:24][C:18]=54)[C:14]=3[CH:13]=[CH:12][CH:11]=2)[CH2:6][CH2:5][CH2:4][CH2:3][CH2:2]1.[ClH:45].C(OCC)(=O)C.